From a dataset of NCI-60 drug combinations with 297,098 pairs across 59 cell lines. Regression. Given two drug SMILES strings and cell line genomic features, predict the synergy score measuring deviation from expected non-interaction effect. (1) Drug 1: C1CCN(CC1)CCOC2=CC=C(C=C2)C(=O)C3=C(SC4=C3C=CC(=C4)O)C5=CC=C(C=C5)O. Synergy scores: CSS=37.8, Synergy_ZIP=5.82, Synergy_Bliss=7.74, Synergy_Loewe=3.12, Synergy_HSA=3.73. Cell line: K-562. Drug 2: CC1C(C(CC(O1)OC2CC(CC3=C2C(=C4C(=C3O)C(=O)C5=C(C4=O)C(=CC=C5)OC)O)(C(=O)CO)O)N)O.Cl. (2) Drug 2: CS(=O)(=O)CCNCC1=CC=C(O1)C2=CC3=C(C=C2)N=CN=C3NC4=CC(=C(C=C4)OCC5=CC(=CC=C5)F)Cl. Cell line: PC-3. Synergy scores: CSS=-0.257, Synergy_ZIP=5.74, Synergy_Bliss=0.587, Synergy_Loewe=-1.37, Synergy_HSA=-1.27. Drug 1: CN1C(=O)N2C=NC(=C2N=N1)C(=O)N. (3) Drug 1: CN1CCC(CC1)COC2=C(C=C3C(=C2)N=CN=C3NC4=C(C=C(C=C4)Br)F)OC. Synergy scores: CSS=22.5, Synergy_ZIP=-8.63, Synergy_Bliss=-1.74, Synergy_Loewe=-0.515, Synergy_HSA=2.11. Cell line: UO-31. Drug 2: C1C(C(OC1N2C=NC3=C2NC=NCC3O)CO)O. (4) Drug 2: CC(C)(C#N)C1=CC(=CC(=C1)CN2C=NC=N2)C(C)(C)C#N. Synergy scores: CSS=25.5, Synergy_ZIP=1.26, Synergy_Bliss=2.25, Synergy_Loewe=-3.64, Synergy_HSA=-0.318. Cell line: UO-31. Drug 1: C1C(C(OC1N2C=NC3=C(N=C(N=C32)Cl)N)CO)O. (5) Drug 2: COCCOC1=C(C=C2C(=C1)C(=NC=N2)NC3=CC=CC(=C3)C#C)OCCOC.Cl. Drug 1: COC1=NC(=NC2=C1N=CN2C3C(C(C(O3)CO)O)O)N. Synergy scores: CSS=7.80, Synergy_ZIP=0.732, Synergy_Bliss=0.552, Synergy_Loewe=-12.9, Synergy_HSA=-3.56. Cell line: A498.